From a dataset of Catalyst prediction with 721,799 reactions and 888 catalyst types from USPTO. Predict which catalyst facilitates the given reaction. (1) Product: [CH:1]1([C:8]2[CH:13]=[C:12]([C:14]([O:16][CH3:17])=[O:15])[CH:11]=[CH:10][C:9]=2[C:18]2[CH:23]=[CH:22][CH:21]=[C:20]([O:24][CH3:25])[CH:19]=2)[CH2:7][CH2:6][CH2:5][CH2:4][CH2:3][CH2:2]1. The catalyst class is: 99. Reactant: [C:1]1([C:8]2[CH:13]=[C:12]([C:14]([O:16][CH3:17])=[O:15])[CH:11]=[CH:10][C:9]=2[C:18]2[CH:23]=[CH:22][CH:21]=[C:20]([O:24][CH3:25])[CH:19]=2)[CH2:7][CH2:6][CH2:5][CH2:4][CH2:3][CH:2]=1. (2) Reactant: [C:1]([C:5]1[CH:6]=[C:7]([CH:13]=[C:14]([C:17]([CH3:20])([CH3:19])[CH3:18])[C:15]=1[OH:16])C=CC(O)=O)([CH3:4])([CH3:3])[CH3:2].[NH2:21][C:22]1[CH:27]=[CH:26][C:25]([OH:28])=[C:24]([N+:29]([O-:31])=[O:30])[CH:23]=1.[OH:32][C:33]1C2N=NNC=2C=[CH:35][CH:34]=1.C1(N=C=NC2CCCCC2)CCCCC1. Product: [CH3:20][C:17]([C:14]1[CH:13]=[C:7]([C:34](=[CH2:35])[C:33]([NH:21][C:22]2[CH:27]=[CH:26][C:25]([OH:28])=[C:24]([N+:29]([O-:31])=[O:30])[CH:23]=2)=[O:32])[CH:6]=[C:5]([C:1]([CH3:2])([CH3:4])[CH3:3])[C:15]=1[OH:16])([CH3:18])[CH3:19]. The catalyst class is: 198. (3) Reactant: O.[CH3:2][N:3]([CH3:20])[CH:4]=[C:5]([F:19])[C:6]([C:8]1[C:13]([N+:14]([O-])=O)=[CH:12][CH:11]=[C:10]([O:17][CH3:18])[N:9]=1)=[O:7]. The catalyst class is: 394. Product: [NH2:14][C:13]1[C:8]([C:6](=[O:7])[C:5]([F:19])=[CH:4][N:3]([CH3:2])[CH3:20])=[N:9][C:10]([O:17][CH3:18])=[CH:11][CH:12]=1. (4) Reactant: [CH2:1]([S:8][CH:9]([CH:38](OC)[O:39]C)[CH2:10][NH:11][C:12]([C:14]1[NH:15][C:16]2[C:21]([CH:22]=1)=[CH:20][C:19]([O:23][CH2:24][CH2:25][O:26][CH3:27])=[CH:18][C:17]=2[NH:28][S:29]([C:32]1[CH:37]=[CH:36][CH:35]=[CH:34][N:33]=1)(=[O:31])=[O:30])=[O:13])[C:2]1[CH:7]=[CH:6][CH:5]=[CH:4][CH:3]=1.CC(C)=O. Product: [CH2:1]([S:8][CH:9]([CH:38]=[O:39])[CH2:10][NH:11][C:12]([C:14]1[NH:15][C:16]2[C:21]([CH:22]=1)=[CH:20][C:19]([O:23][CH2:24][CH2:25][O:26][CH3:27])=[CH:18][C:17]=2[NH:28][S:29]([C:32]1[CH:37]=[CH:36][CH:35]=[CH:34][N:33]=1)(=[O:30])=[O:31])=[O:13])[C:2]1[CH:7]=[CH:6][CH:5]=[CH:4][CH:3]=1. The catalyst class is: 6. (5) Reactant: [CH2:1]([C:5]1[N:6]=[N:7][C:8]([O:24][C@@H:25]2[CH2:30][CH2:29][NH:28][CH2:27][C@H:26]2[F:31])=[CH:9][C:10]=1[C:11]1[CH:16]=[CH:15][C:14]([O:17][CH:18]2[CH2:23][CH2:22][CH2:21][CH2:20][CH2:19]2)=[CH:13][CH:12]=1)[CH2:2][CH2:3][CH3:4].C=O.[C:34](O[BH-](OC(=O)C)OC(=O)C)(=O)C.[Na+]. Product: [CH2:1]([C:5]1[N:6]=[N:7][C:8]([O:24][C@@H:25]2[CH2:30][CH2:29][N:28]([CH3:34])[CH2:27][C@H:26]2[F:31])=[CH:9][C:10]=1[C:11]1[CH:16]=[CH:15][C:14]([O:17][CH:18]2[CH2:23][CH2:22][CH2:21][CH2:20][CH2:19]2)=[CH:13][CH:12]=1)[CH2:2][CH2:3][CH3:4]. The catalyst class is: 326. (6) Product: [CH3:1][O:2][C:3]1[CH:12]=[C:11]2[C:6]([CH:7]=[CH:8][C:9]([CH:13]=[O:16])=[N:10]2)=[CH:5][C:4]=1[CH3:14]. The catalyst class is: 38. Reactant: [CH3:1][O:2][C:3]1[CH:12]=[C:11]2[C:6]([CH:7]=[CH:8][C:9]([CH3:13])=[N:10]2)=[CH:5][C:4]=1[CH3:14].[Se](=O)=[O:16].C(Cl)Cl.[O-]S([O-])(=O)=O.[Mg+2]. (7) The catalyst class is: 40. Product: [OH:46]/[N:45]=[C:9](/[C:4]1[CH:5]=[CH:6][C:7](=[O:8])[N:2]([CH3:1])[CH:3]=1)\[CH2:10][C@H:11]([C:19]1[CH:24]=[CH:23][C:22]([CH:25]2[CH2:30][CH2:29][N:28]([C:31]([O:33][C:34]([CH3:35])([CH3:36])[CH3:37])=[O:32])[CH2:27][CH2:26]2)=[CH:21][CH:20]=1)[C:12]1[CH:17]=[CH:16][CH:15]=[CH:14][C:13]=1[CH3:18]. Reactant: [CH3:1][N:2]1[C:7](=[O:8])[CH:6]=[CH:5][C:4]([C:9](=O)[CH2:10][C@H:11]([C:19]2[CH:24]=[CH:23][C:22]([CH:25]3[CH2:30][CH2:29][N:28]([C:31]([O:33][C:34]([CH3:37])([CH3:36])[CH3:35])=[O:32])[CH2:27][CH2:26]3)=[CH:21][CH:20]=2)[C:12]2[CH:17]=[CH:16][CH:15]=[CH:14][C:13]=2[CH3:18])=[CH:3]1.C(=O)([O-])O.[Na+].Cl.[NH2:45][OH:46]. (8) Reactant: [N+:1]([C:4]1[CH:5]=[N:6][CH:7]=[CH:8][C:9]=1[N:10]1[CH2:15][CH2:14][CH2:13][CH:12]([OH:16])[CH2:11]1)([O-:3])=[O:2].[CH3:17][C:18]([Si:21](Cl)([CH3:23])[CH3:22])([CH3:20])[CH3:19].N1C=CN=C1. Product: [Si:21]([O:16][CH:12]1[CH2:13][CH2:14][CH2:15][N:10]([C:9]2[CH:8]=[CH:7][N:6]=[CH:5][C:4]=2[N+:1]([O-:3])=[O:2])[CH2:11]1)([C:18]([CH3:20])([CH3:19])[CH3:17])([CH3:23])[CH3:22]. The catalyst class is: 31. (9) Reactant: O.[OH-].[Na+].[O:4]=[C:5]1[CH2:9][CH2:8][CH2:7][CH:6]1[CH2:10][C:11]1[C:19]2[C:14](=[CH:15][CH:16]=[C:17]([C:20]#[N:21])[CH:18]=2)[N:13](S(C2C=CC(C)=CC=2)(=O)=O)[CH:12]=1. Product: [O:4]=[C:5]1[CH2:9][CH2:8][CH2:7][C:6]1=[CH:10][C:11]1[C:19]2[C:14](=[CH:15][CH:16]=[C:17]([C:20]#[N:21])[CH:18]=2)[NH:13][CH:12]=1. The catalyst class is: 56. (10) Reactant: Br[C:2]1[CH:7]=[CH:6][C:5]([CH:8]2[O:12][CH2:11][CH2:10][O:9]2)=[CH:4][CH:3]=1.CC(C)([O-])C.[Na+].[CH3:19][NH:20][C:21]1[CH:26]=[CH:25][N:24]=[CH:23][CH:22]=1.N#N.CC(C1C=C(C(C)C)C(C2C=CC=CC=2P(C2CCCCC2)C2CCCCC2)=C(C(C)C)C=1)C. Product: [O:9]1[CH2:10][CH2:11][O:12][CH:8]1[C:5]1[CH:6]=[CH:7][C:2]([N:20]([CH3:19])[C:21]2[CH:26]=[CH:25][N:24]=[CH:23][CH:22]=2)=[CH:3][CH:4]=1. The catalyst class is: 62.